Dataset: Reaction yield outcomes from USPTO patents with 853,638 reactions. Task: Predict the reaction yield, written as a fraction of the theoretical maximum amount of product (1.0 means a 100% yield; for example, 0.34 means a 34% yield). (1) The reactants are [CH2:1]([N:4]1[CH2:7][CH:6]([C:8]2[CH:13]=[CH:12][C:11]([NH2:14])=[CH:10][CH:9]=2)[CH2:5]1)[CH2:2][CH3:3].[O:15]1[C:19]([C:20]2[CH:25]=[CH:24][C:23]([S:26](Cl)(=[O:28])=[O:27])=[CH:22][CH:21]=2)=[CH:18][N:17]=[CH:16]1. The catalyst is C(Cl)Cl.N1C=CC=CC=1.C(Cl)Cl. The product is [O:15]1[C:19]([C:20]2[CH:21]=[CH:22][C:23]([S:26]([NH:14][C:11]3[CH:10]=[CH:9][C:8]([CH:6]4[CH2:5][N:4]([CH2:1][CH2:2][CH3:3])[CH2:7]4)=[CH:13][CH:12]=3)(=[O:28])=[O:27])=[CH:24][CH:25]=2)=[CH:18][N:17]=[CH:16]1. The yield is 0.360. (2) The catalyst is CN(C)C=O.C(=CC(C=CC1C=CC=CC=1)=O)C1C=CC=CC=1.C(=CC(C=CC1C=CC=CC=1)=O)C1C=CC=CC=1.[Pd]. The reactants are Br[C:2]1[CH:3]=[C:4]([CH:15]=[CH:16][C:17]=1[O:18][CH3:19])[CH2:5][N:6]1[C:10]2[CH:11]=[CH:12][CH:13]=[CH:14][C:9]=2[N:8]=[N:7]1.[N+:20]([C:23]1[CH:24]=[C:25](B(O)O)[CH:26]=[CH:27][CH:28]=1)([O-:22])=[O:21].C1(P(C2C=CC=CC=2)C2C=CC=CC=2)C=CC=CC=1.C(=O)([O-])[O-].[Na+].[Na+]. The product is [CH3:19][O:18][C:17]1[C:2]([C:27]2[CH:26]=[CH:25][CH:24]=[C:23]([N+:20]([O-:22])=[O:21])[CH:28]=2)=[CH:3][C:4]([CH2:5][N:6]2[C:10]3[CH:11]=[CH:12][CH:13]=[CH:14][C:9]=3[N:8]=[N:7]2)=[CH:15][CH:16]=1. The yield is 0.390. (3) The reactants are [Br:1][C:2]1[CH:13]=[CH:12][C:5]2[N:6]=[C:7]([CH2:9][CH2:10]O)[S:8][C:4]=2[CH:3]=1.C(N(CC)CC)C.S(Cl)(C)(=O)=O.C(=O)([O-])[O-].[K+].[K+].Cl.[CH3:33][C@@H:34]1[CH2:38][CH2:37][CH2:36][NH:35]1. The catalyst is C1COCC1.C(#N)C. The product is [Br:1][C:2]1[CH:13]=[CH:12][C:5]2[N:6]=[C:7]([CH2:9][CH2:10][N:35]3[CH2:36][CH2:37][CH2:38][CH:34]3[CH3:33])[S:8][C:4]=2[CH:3]=1. The yield is 0.883. (4) The reactants are [CH3:1][O:2][C:3]1[CH:4]=[C:5]([S:9][C:10]2[C:18]3[C:17]([NH:19][C@H:20]([C:22]4[N:27]([C:28]5[CH:33]=[CH:32][CH:31]=[CH:30][CH:29]=5)[C:26](=[O:34])[C:25]5=[C:35]([CH3:38])[CH:36]=[CH:37][N:24]5[N:23]=4)[CH3:21])=[N:16][CH:15]=[N:14][C:13]=3[N:12](COCC[Si](C)(C)C)[CH:11]=2)[CH:6]=[CH:7][CH:8]=1.FC(F)(F)C(O)=O.N. No catalyst specified. The product is [CH3:1][O:2][C:3]1[CH:4]=[C:5]([S:9][C:10]2[C:18]3[C:17]([NH:19][C@H:20]([C:22]4[N:27]([C:28]5[CH:33]=[CH:32][CH:31]=[CH:30][CH:29]=5)[C:26](=[O:34])[C:25]5=[C:35]([CH3:38])[CH:36]=[CH:37][N:24]5[N:23]=4)[CH3:21])=[N:16][CH:15]=[N:14][C:13]=3[NH:12][CH:11]=2)[CH:6]=[CH:7][CH:8]=1. The yield is 0.830. (5) The reactants are [CH:1]1([CH2:4][O:5][C:6]2[CH:11]=[CH:10][C:9]([C:12]3[C:17](=[O:18])[N:16]([CH2:19][C:20]4[CH:25]=[CH:24][C:23]([C:26]5[C:27]([C:32]#[N:33])=[CH:28][CH:29]=[CH:30][CH:31]=5)=[CH:22][CH:21]=4)[C:15]([CH2:34][CH2:35][CH3:36])=[N:14][C:13]=3[CH3:37])=[CH:8][CH:7]=2)[CH2:3][CH2:2]1.Cl.[NH2:39]O.[C:41](=[O:44])([O-])[OH:42].[Na+]. The catalyst is CS(C)=O.C(OCC)(=O)C. The product is [CH:1]1([CH2:4][O:5][C:6]2[CH:7]=[CH:8][C:9]([C:12]3[C:17](=[O:18])[N:16]([CH2:19][C:20]4[CH:25]=[CH:24][C:23]([C:26]5[CH:31]=[CH:30][CH:29]=[CH:28][C:27]=5[C:32]5[NH:39][C:41](=[O:44])[O:42][N:33]=5)=[CH:22][CH:21]=4)[C:15]([CH2:34][CH2:35][CH3:36])=[N:14][C:13]=3[CH3:37])=[CH:10][CH:11]=2)[CH2:3][CH2:2]1. The yield is 0.780. (6) The reactants are [NH2:1][C:2]1[C:3]([NH2:12])=[N:4][CH:5]=[C:6]([CH:11]=1)[C:7]([O:9][CH3:10])=[O:8].[CH2:13](OC(OCC)OCC)C. The catalyst is C(O)=O. The product is [N:1]1[C:2]2[C:3](=[N:4][CH:5]=[C:6]([C:7]([O:9][CH3:10])=[O:8])[CH:11]=2)[NH:12][CH:13]=1. The yield is 0.330. (7) The reactants are [CH2:1]([O:3][C:4]([C:6]1[S:10][C:9]([NH2:11])=[N:8][CH:7]=1)=[O:5])[CH3:2].[C:12]([O:16][C:17]([O:19]C(OC(C)(C)C)=O)=[O:18])([CH3:15])([CH3:14])[CH3:13].O1CCC[CH2:28]1. The catalyst is CN(C)C1C=CN=CC=1. The product is [CH2:1]([O:3][C:4]([C:6]1[S:10][C:9]([NH:11][O:19][C:17]([O:16][C:12]([CH3:15])([CH3:14])[CH3:13])=[O:18])=[N:8][C:7]=1[CH3:28])=[O:5])[CH3:2]. The yield is 0.700. (8) The reactants are [F:1][C:2]1[CH:3]=[CH:4][C:5]([SH:11])=[C:6]([CH:10]=1)[C:7]([OH:9])=[O:8].SC1C=CC=CC=1C(O)=O.Br[C:23]1[CH:31]=[CH:30][C:29]([N+:32]([O-:34])=[O:33])=[CH:28][C:24]=1[C:25]([OH:27])=[O:26]. No catalyst specified. The product is [C:7]([C:6]1[CH:10]=[C:2]([F:1])[CH:3]=[CH:4][C:5]=1[S:11][C:23]1[CH:31]=[CH:30][C:29]([N+:32]([O-:34])=[O:33])=[CH:28][C:24]=1[C:25]([OH:27])=[O:26])([OH:9])=[O:8]. The yield is 0.930.